Task: Predict the product of the given reaction.. Dataset: Forward reaction prediction with 1.9M reactions from USPTO patents (1976-2016) (1) Given the reactants [Cl:1][C:2]1[CH:7]=[CH:6][C:5]([C:8]2([CH3:38])[C:12]([C:14]3[CH:19]=[CH:18][C:17]([Cl:20])=[CH:16][CH:15]=3)([CH3:13])[N:11]([C:21](Cl)=[O:22])[C:10]([C:24]3[CH:29]=[CH:28][C:27]([C:30]([O:33][CH3:34])([CH3:32])[CH3:31])=[CH:26][C:25]=3[O:35][CH2:36][CH3:37])=[N:9]2)=[CH:4][CH:3]=1.Cl.Cl.[N:41]1([CH2:47][C:48]([NH2:50])=[O:49])[CH2:46][CH2:45][NH:44][CH2:43][CH2:42]1, predict the reaction product. The product is: [Cl:1][C:2]1[CH:7]=[CH:6][C:5]([C@@:8]2([CH3:38])[C@:12]([C:14]3[CH:19]=[CH:18][C:17]([Cl:20])=[CH:16][CH:15]=3)([CH3:13])[N:11]([C:21]([N:44]3[CH2:45][CH2:46][N:41]([CH2:47][C:48]([NH2:50])=[O:49])[CH2:42][CH2:43]3)=[O:22])[C:10]([C:24]3[CH:29]=[CH:28][C:27]([C:30]([O:33][CH3:34])([CH3:32])[CH3:31])=[CH:26][C:25]=3[O:35][CH2:36][CH3:37])=[N:9]2)=[CH:4][CH:3]=1. (2) Given the reactants [N:1]1[CH:2]=[C:3]([C:10]([OH:12])=O)[N:4]2[CH:9]=[CH:8][CH:7]=[CH:6][C:5]=12.ClC1C=C(Cl)C=C(Cl)C=1C(Cl)=O.C(N(CC)CC)C.[CH3:32][N:33]1[C:37]([CH3:38])=[CH:36][C:35]([CH2:39][N:40]2[C:48]3[CH:47]=[CH:46][CH:45]=[C:44]([NH2:49])[C:43]=3[C:42]([CH2:50][CH3:51])=[N:41]2)=[N:34]1, predict the reaction product. The product is: [CH3:32][N:33]1[C:37]([CH3:38])=[CH:36][C:35]([CH2:39][N:40]2[C:48]3[C:43](=[C:44]([NH:49][C:10]([C:3]4[N:4]5[CH:9]=[CH:8][CH:7]=[CH:6][C:5]5=[N:1][CH:2]=4)=[O:12])[CH:45]=[CH:46][CH:47]=3)[C:42]([CH2:50][CH3:51])=[N:41]2)=[N:34]1. (3) Given the reactants Cl[C:2]1[C:7]2[CH2:8][N:9]([CH:12]([C:14]3[CH:15]=[N:16][C:17]([O:20][CH2:21][C:22]([F:25])([F:24])[F:23])=[CH:18][CH:19]=3)[CH3:13])[C:10](=[O:11])[C:6]=2[CH:5]=[CH:4][N:3]=1.[C:26]([NH2:31])(=[O:30])[CH:27]([CH3:29])[CH3:28].CC1(C)C2C=CC=C(P(C3C=CC=CC=3)C3C=CC=CC=3)C=2OC2C1=CC=CC=2P(C1C=CC=CC=1)C1C=CC=CC=1.P([O-])([O-])([O-])=O.[K+].[K+].[K+], predict the reaction product. The product is: [O:11]=[C:10]1[C:6]2[CH:5]=[CH:4][N:3]=[C:2]([NH:31][C:26](=[O:30])[CH:27]([CH3:29])[CH3:28])[C:7]=2[CH2:8][N:9]1[CH:12]([C:14]1[CH:15]=[N:16][C:17]([O:20][CH2:21][C:22]([F:25])([F:24])[F:23])=[CH:18][CH:19]=1)[CH3:13]. (4) The product is: [N:1]1([CH2:6][C@@H:7]2[CH2:11][CH2:10][C@H:9]([N:12]([CH2:20][C:21]([N:39]3[CH2:40][C@@H:36]([F:35])[CH2:37][C@H:38]3[C:41]#[N:42])=[O:22])[C:13]([O:15][C:16]([CH3:17])([CH3:19])[CH3:18])=[O:14])[CH2:8]2)[CH:5]=[N:4][CH:3]=[N:2]1. Given the reactants [N:1]1([CH2:6][C@@H:7]2[CH2:11][CH2:10][C@H:9]([N:12]([CH2:20][C:21](O)=[O:22])[C:13]([O:15][C:16]([CH3:19])([CH3:18])[CH3:17])=[O:14])[CH2:8]2)[CH:5]=[N:4][CH:3]=[N:2]1.C1(C)C=CC(S(O)(=O)=O)=CC=1.[F:35][C@@H:36]1[CH2:40][NH:39][C@H:38]([C:41]#[N:42])[CH2:37]1, predict the reaction product. (5) Given the reactants FC(F)(F)C(O)=O.[CH3:8][C:9]([C:12]1[CH:13]=[C:14]([S:18]([N:21]2[C:29]3[C:24](=[CH:25][C:26]([C:30]([F:33])([F:32])[F:31])=[CH:27][CH:28]=3)[CH:23]=[C:22]2[CH2:34][C:35]2[CH:51]=[CH:50][C:38]([C:39]([N:41](C(OC(C)(C)C)=O)[NH2:42])=[O:40])=[CH:37][CH:36]=2)(=[O:20])=[O:19])[CH:15]=[CH:16][CH:17]=1)([CH3:11])[CH3:10], predict the reaction product. The product is: [CH3:11][C:9]([C:12]1[CH:13]=[C:14]([S:18]([N:21]2[C:29]3[C:24](=[CH:25][C:26]([C:30]([F:31])([F:32])[F:33])=[CH:27][CH:28]=3)[CH:23]=[C:22]2[CH2:34][C:35]2[CH:36]=[CH:37][C:38]([C:39]([NH:41][NH2:42])=[O:40])=[CH:50][CH:51]=2)(=[O:20])=[O:19])[CH:15]=[CH:16][CH:17]=1)([CH3:8])[CH3:10]. (6) Given the reactants [N:1]#N.[NH:3]1[C:7]2[CH:8]=[CH:9][CH:10]=[CH:11][C:6]=2[N:5]=[C:4]1[C@H:12]([NH:22][C:23](=[O:34])[NH:24][C@@H:25]1[CH2:30][CH2:29][CH2:28][CH2:27][C@H:26]1[C:31]([O-:33])=O)[CH2:13][C:14]1[CH:19]=[CH:18][C:17]([O:20][CH3:21])=[CH:16][CH:15]=1.[Li+].ClC(O)=O.C(OC(Cl)=O)C(C)C.[OH-].[NH4+], predict the reaction product. The product is: [NH:5]1[C:6]2[CH:11]=[CH:10][CH:9]=[CH:8][C:7]=2[N:3]=[C:4]1[C@H:12]([NH:22][C:23](=[O:34])[NH:24][C@@H:25]1[CH2:30][CH2:29][CH2:28][CH2:27][C@H:26]1[C:31]([NH2:1])=[O:33])[CH2:13][C:14]1[CH:15]=[CH:16][C:17]([O:20][CH3:21])=[CH:18][CH:19]=1. (7) The product is: [CH2:1]([O:3][C:4]1[CH:9]=[C:8]2[C:7]([CH2:10][C@H:11]([N:15]3[C:23](=[O:24])[C:22]4[C:17](=[CH:18][CH:19]=[CH:20][CH:21]=4)[C:16]3=[O:25])[C:12]2=[O:14])=[CH:6][CH:5]=1)[CH3:2]. Given the reactants [CH2:1]([O:3][C:4]1[CH:9]=[CH:8][C:7]([CH2:10][C@H:11]([N:15]2[C:23](=[O:24])[C:22]3[C:17](=[CH:18][CH:19]=[CH:20][CH:21]=3)[C:16]2=[O:25])[C:12]([OH:14])=O)=[CH:6][CH:5]=1)[CH3:2].FC(F)(F)C(OC(=O)C(F)(F)F)=O, predict the reaction product. (8) Given the reactants C1C=C[NH+]=CC=1.[Br:7][Br-]Br.[Cl:10][C:11]1[CH:20]=[C:19]2[C:14]([C:15]([C:23]3[CH:28]=[CH:27][C:26]([F:29])=[CH:25][CH:24]=3)=[CH:16][C:17]([CH3:22])([CH3:21])[O:18]2)=[CH:13][CH:12]=1.S([O-])([O-])(=O)=S.[Na+].[Na+], predict the reaction product. The product is: [Br:7][C:16]1[C:17]([CH3:21])([CH3:22])[O:18][C:19]2[C:14]([C:15]=1[C:23]1[CH:24]=[CH:25][C:26]([F:29])=[CH:27][CH:28]=1)=[CH:13][CH:12]=[C:11]([Cl:10])[CH:20]=2. (9) The product is: [ClH:1].[CH:2]1([CH2:8][N:9]2[C:17]3[C:12](=[CH:13][CH:14]=[CH:15][C:16]=3[O:18][CH3:19])[C:11]([C:20]([N:22]3[CH2:27][CH2:26][N:25]([CH2:24][CH3:29])[C@H:31]([CH3:32])[CH2:23]3)=[O:21])=[CH:10]2)[CH2:3][CH2:4][CH2:5][CH2:6]1. Given the reactants [ClH:1].[CH:2]1([CH2:8][N:9]2[C:17]3[C:12](=[CH:13][CH:14]=[CH:15][C:16]=3[O:18][CH3:19])[C:11]([C:20]([N:22]3[CH2:27][CH:26](C)[NH:25][CH:24]([CH3:29])[CH2:23]3)=[O:21])=[CH:10]2)C[CH2:6][CH2:5][CH2:4][CH2:3]1.I[CH2:31][CH3:32], predict the reaction product. (10) Given the reactants [F:1][C:2]1[CH:10]=[C:9]([F:11])[CH:8]=[C:7]2[C:3]=1[CH:4]=[N:5][N:6]2[CH3:12].[Li]CCCC.[Cl:18][C:19]1[CH:20]=[CH:21][C:22]2[N:23]([C:25]([C:28](=[O:30])[CH3:29])=[CH:26][N:27]=2)[N:24]=1, predict the reaction product. The product is: [Cl:18][C:19]1[CH:20]=[CH:21][C:22]2[N:23]([C:25]([C:28]([C:10]3[C:2]([F:1])=[C:3]4[C:7](=[CH:8][C:9]=3[F:11])[N:6]([CH3:12])[N:5]=[CH:4]4)([OH:30])[CH3:29])=[CH:26][N:27]=2)[N:24]=1.